Dataset: Reaction yield outcomes from USPTO patents with 853,638 reactions. Task: Predict the reaction yield, written as a fraction of the theoretical maximum amount of product (1.0 means a 100% yield; for example, 0.34 means a 34% yield). (1) The reactants are [C:1]1([NH:7][C:8]2[CH:13]=[CH:12][C:11]([CH2:14][C:15](Cl)=[N:16][OH:17])=[CH:10][CH:9]=2)[CH:6]=[CH:5][CH:4]=[CH:3][CH:2]=1.[C:19]([C:21]1[C:22]([NH2:28])=[N:23][C:24]([NH2:27])=[CH:25][CH:26]=1)#[CH:20].C(N(CC)CC)C. The catalyst is O1CCCC1. The product is [C:1]1([NH:7][C:8]2[CH:13]=[CH:12][C:11]([CH2:14][C:15]3[CH:20]=[C:19]([C:21]4[C:22]([NH2:28])=[N:23][C:24]([NH2:27])=[CH:25][CH:26]=4)[O:17][N:16]=3)=[CH:10][CH:9]=2)[CH:6]=[CH:5][CH:4]=[CH:3][CH:2]=1. The yield is 0.520. (2) The reactants are [CH3:1][O:2][C:3]1[CH:4]=[C:5]2[C:10](=[CH:11][C:12]=1[O:13][CH3:14])[N:9]=[CH:8][CH:7]=[C:6]2[O:15][C:16]1[CH:21]=[CH:20][C:19]([NH:22][C:23](=O)[CH2:24][O:25][C:26]2[C:31]([CH3:32])=[CH:30][CH:29]=[CH:28][C:27]=2[CH3:33])=[C:18]([CH3:35])[C:17]=1[CH3:36].Cl.[OH-].[Na+]. The catalyst is O1CCCC1. The product is [CH3:1][O:2][C:3]1[CH:4]=[C:5]2[C:10](=[CH:11][C:12]=1[O:13][CH3:14])[N:9]=[CH:8][CH:7]=[C:6]2[O:15][C:16]1[CH:21]=[CH:20][C:19]([NH:22][CH2:23][CH2:24][O:25][C:26]2[C:31]([CH3:32])=[CH:30][CH:29]=[CH:28][C:27]=2[CH3:33])=[C:18]([CH3:35])[C:17]=1[CH3:36]. The yield is 0.800. (3) The reactants are [CH3:1][C:2]1[CH:6]=[C:5]([N:7]2[CH2:11][CH2:10][N:9]([CH2:12][C:13]3[CH:18]=[CH:17][C:16]([C:19]([F:22])([F:21])[F:20])=[CH:15][CH:14]=3)[C:8]2=[O:23])[S:4][C:3]=1[C:24](O)=[O:25].ON1C2C=CC=CC=2N=N1.Cl.C(N=C=NCCCN(C)C)C.C(N(CC)C(C)C)(C)C.[NH2:58][CH2:59][C:60]1[CH:61]=[N:62][CH:63]=[CH:64][CH:65]=1. The catalyst is CN(C)C=O.C(OCC)(=O)C. The product is [CH3:1][C:2]1[CH:6]=[C:5]([N:7]2[CH2:11][CH2:10][N:9]([CH2:12][C:13]3[CH:18]=[CH:17][C:16]([C:19]([F:21])([F:20])[F:22])=[CH:15][CH:14]=3)[C:8]2=[O:23])[S:4][C:3]=1[C:24]([NH:58][CH2:59][C:60]1[CH:61]=[N:62][CH:63]=[CH:64][CH:65]=1)=[O:25]. The yield is 0.550. (4) The reactants are C([O-])(=O)C.[K+].Br[C:7]1[CH:12]=[CH:11][C:10]([S:13]([N:16]2[CH2:20][CH2:19][C:18]([F:22])([F:21])[CH2:17]2)(=[O:15])=[O:14])=[CH:9][CH:8]=1.[B:23]1([B:23]2[O:27][C:26]([CH3:29])([CH3:28])[C:25]([CH3:31])([CH3:30])[O:24]2)[O:27][C:26]([CH3:29])([CH3:28])[C:25]([CH3:31])([CH3:30])[O:24]1. The catalyst is C1C=CC(P([C]2[CH][CH][CH][CH]2)C2C=CC=CC=2)=CC=1.C1C=CC(P([C]2[CH][CH][CH][CH]2)C2C=CC=CC=2)=CC=1.Cl[Pd]Cl.[Fe].O1CCOCC1. The product is [F:21][C:18]1([F:22])[CH2:19][CH2:20][N:16]([S:13]([C:10]2[CH:11]=[CH:12][C:7]([B:23]3[O:27][C:26]([CH3:29])([CH3:28])[C:25]([CH3:31])([CH3:30])[O:24]3)=[CH:8][CH:9]=2)(=[O:15])=[O:14])[CH2:17]1. The yield is 0.980. (5) The reactants are B([CH:2]1[CH2:7][CH2:6][CH2:5][CH2:4][CH2:3]1)[CH:2]1[CH2:7][CH2:6][CH2:5][CH2:4][CH2:3]1.C#CCCCC.[Zn](CC)CC.[C:25]1([CH3:33])[CH:30]=[CH:29][C:28]([CH:31]=[O:32])=[CH:27][CH:26]=1. No catalyst specified. The product is [C:25]1([CH3:33])[CH:30]=[CH:29][C:28]([C@@H:31]([OH:32])[CH:7]=[CH:2][CH2:3][CH2:4][CH2:5][CH3:6])=[CH:27][CH:26]=1. The yield is 0.870.